Dataset: Cav3 T-type calcium channel HTS with 100,875 compounds. Task: Binary Classification. Given a drug SMILES string, predict its activity (active/inactive) in a high-throughput screening assay against a specified biological target. (1) The compound is Clc1ccc(N2CCN(CC2)C(=O)CSc2ncccc2)cc1. The result is 0 (inactive). (2) The compound is O=C(N1CCCOC1)CC12CC3CC(C1)CC(C2)C3. The result is 0 (inactive). (3) The compound is O1C(OCc2ccc(cc2)CO)CC(C2CC2)C=C1C(O)=O. The result is 0 (inactive). (4) The compound is Cl\C(P(=O)(N(CC)CC)N(CC)CC)=C\Nc1c(n(n(c1=O)c1ccccc1)C)C. The result is 0 (inactive). (5) The drug is Oc1cc2C(CNCCc2cc1O)c1ccccc1. The result is 0 (inactive). (6) The result is 0 (inactive). The compound is S(=O)(=O)(N1CCOCC1)c1ccc(CC(C)C)cc1. (7) The result is 0 (inactive). The compound is Clc1ccc(Cn2ncc3c(NC(CC)C)ncnc23)cc1.